Dataset: Reaction yield outcomes from USPTO patents with 853,638 reactions. Task: Predict the reaction yield, written as a fraction of the theoretical maximum amount of product (1.0 means a 100% yield; for example, 0.34 means a 34% yield). (1) The reactants are Cl[C:2]1[N:7]=[C:6]([C:8]2[S:12][C:11]([C:13]([CH3:16])([CH3:15])[CH3:14])=[N:10][C:9]=2[C:17]2[C:18]([F:24])=[C:19]([CH:21]=[CH:22][CH:23]=2)[NH2:20])[CH:5]=[CH:4][N:3]=1.[NH4+:25].[OH-].O1CCOCC1. The catalyst is O. The product is [NH2:20][C:19]1[C:18]([F:24])=[C:17]([C:9]2[N:10]=[C:11]([C:13]([CH3:16])([CH3:15])[CH3:14])[S:12][C:8]=2[C:6]2[CH:5]=[CH:4][N:3]=[C:2]([NH2:25])[N:7]=2)[CH:23]=[CH:22][CH:21]=1. The yield is 0.830. (2) The reactants are [CH3:1][C:2]1[CH:3]=[C:4]([C:9]2[C:14]([C:15]3[CH:20]=[C:19]([CH3:21])[CH:18]=[C:17]([CH3:22])[CH:16]=3)=[N:13][CH:12]=[CH:11][N+:10]=2[O-])[CH:5]=[C:6]([CH3:8])[CH:7]=1.P(Cl)(Cl)([Cl:26])=O. The catalyst is O. The product is [Cl:26][C:12]1[N:13]=[C:14]([C:15]2[CH:20]=[C:19]([CH3:21])[CH:18]=[C:17]([CH3:22])[CH:16]=2)[C:9]([C:4]2[CH:3]=[C:2]([CH3:1])[CH:7]=[C:6]([CH3:8])[CH:5]=2)=[N:10][CH:11]=1. The yield is 0.900. (3) The reactants are [N:1]12[CH2:8][CH2:7][C:4]([C:9]([C:17]3[CH:22]=[CH:21][CH:20]=[CH:19][CH:18]=3)([C:11]3[CH:16]=[CH:15][CH:14]=[CH:13][CH:12]=3)[OH:10])([CH2:5][CH2:6]1)[CH2:3][CH2:2]2.[Br:23][CH2:24][CH2:25][CH2:26][O:27][C:28]1[CH:33]=[CH:32][CH:31]=[CH:30][C:29]=1[Br:34]. The catalyst is CC#N. The product is [Br-:23].[Br:34][C:29]1[CH:30]=[CH:31][CH:32]=[CH:33][C:28]=1[O:27][CH2:26][CH2:25][CH2:24][N+:1]12[CH2:6][CH2:5][C:4]([C:9]([OH:10])([C:17]3[CH:22]=[CH:21][CH:20]=[CH:19][CH:18]=3)[C:11]3[CH:12]=[CH:13][CH:14]=[CH:15][CH:16]=3)([CH2:3][CH2:2]1)[CH2:7][CH2:8]2. The yield is 0.748.